The task is: Predict the product of the given reaction.. This data is from Forward reaction prediction with 1.9M reactions from USPTO patents (1976-2016). (1) Given the reactants [I:1][C:2]1[C:11]2[C:6](=[CH:7][CH:8]=[CH:9][CH:10]=2)[CH:5]=[C:4]([OH:12])[CH:3]=1.[C:13]([C@@H:17]1[CH2:22][CH2:21][C@H:20](O)[CH2:19][CH2:18]1)([CH3:16])([CH3:15])[CH3:14].C1(P(C2C=CC=CC=2)C2C=CC=CC=2)C=CC=CC=1.N(C(OC(C)C)=O)=NC(OC(C)C)=O, predict the reaction product. The product is: [C:13]([C@H:17]1[CH2:22][CH2:21][C@H:20]([O:12][C:4]2[CH:3]=[C:2]([I:1])[C:11]3[C:6]([CH:5]=2)=[CH:7][CH:8]=[CH:9][CH:10]=3)[CH2:19][CH2:18]1)([CH3:16])([CH3:15])[CH3:14]. (2) Given the reactants C(N)CC.CN.[ClH:7].[Cl:8][C:9]1[CH:18]=[C:17]([Cl:19])[C:16]([OH:20])=[C:15]2[C:10]=1[C:11](=[O:27])[N:12]([CH2:24][CH2:25][CH3:26])[C:13]([CH2:21]NC)=[N:14]2, predict the reaction product. The product is: [Cl:7][CH2:21][C:13]1[N:12]([CH2:24][CH2:25][CH3:26])[C:11](=[O:27])[C:10]2[C:15](=[C:16]([OH:20])[C:17]([Cl:19])=[CH:18][C:9]=2[Cl:8])[N:14]=1. (3) Given the reactants [CH3:1]C(C)([O-])C.[K+].CI.[C:9]([O:13][C:14]([N:16]1[CH2:21][CH2:20][CH:19]([CH:22]=[O:23])[CH2:18][CH2:17]1)=[O:15])([CH3:12])([CH3:11])[CH3:10], predict the reaction product. The product is: [C:9]([O:13][C:14]([N:16]1[CH2:21][CH2:20][C:19]([CH:22]=[O:23])([CH3:1])[CH2:18][CH2:17]1)=[O:15])([CH3:12])([CH3:11])[CH3:10]. (4) Given the reactants Br[C:2]1[CH:7]=[C:6]([CH2:8][NH:9][C:10]([C@@H:12]2[CH2:16][C@@H:15]([F:17])[CH2:14][N:13]2[S:18]([C:21]2[CH:26]=[CH:25][C:24]([F:27])=[CH:23][CH:22]=2)(=[O:20])=[O:19])=[O:11])[CH:5]=[CH:4][N:3]=1.[CH2:28]([O:35][C:36]1[CH:41]=[C:40]([C:42]([F:45])([F:44])[F:43])[CH:39]=[CH:38][C:37]=1B(O)O)[C:29]1[CH:34]=[CH:33][CH:32]=[CH:31][CH:30]=1.C([O-])([O-])=O.[Cs+].[Cs+], predict the reaction product. The product is: [CH2:28]([O:35][C:36]1[CH:41]=[C:40]([C:42]([F:43])([F:44])[F:45])[CH:39]=[CH:38][C:37]=1[C:2]1[CH:7]=[C:6]([CH2:8][NH:9][C:10]([C@@H:12]2[CH2:16][C@@H:15]([F:17])[CH2:14][N:13]2[S:18]([C:21]2[CH:26]=[CH:25][C:24]([F:27])=[CH:23][CH:22]=2)(=[O:20])=[O:19])=[O:11])[CH:5]=[CH:4][N:3]=1)[C:29]1[CH:30]=[CH:31][CH:32]=[CH:33][CH:34]=1.